This data is from Forward reaction prediction with 1.9M reactions from USPTO patents (1976-2016). The task is: Predict the product of the given reaction. (1) The product is: [Cl:1][C:2]1[CH:7]=[CH:6][C:5]([N:8]([CH2:13][C:14](=[CH2:18])[CH2:15][CH2:16][N:44]=[N+:45]=[N-:46])[S:9]([CH3:12])(=[O:11])=[O:10])=[C:4]([I:19])[CH:3]=1. Given the reactants [Cl:1][C:2]1[CH:7]=[CH:6][C:5]([N:8]([CH2:13][C:14](=[CH2:18])[CH2:15][CH2:16]O)[S:9]([CH3:12])(=[O:11])=[O:10])=[C:4]([I:19])[CH:3]=1.C1(P(C2C=CC=CC=2)C2C=CC=CC=2)C=CC=CC=1.C(Br)(Br)(Br)Br.[N-:44]=[N+:45]=[N-:46].[Na+], predict the reaction product. (2) Given the reactants CS(O[CH2:6][C@H:7]1[N:17]2[C:18]3[N:9]([C:10](=[O:30])[CH2:11][N:12]([C:20]([O:22][CH2:23][C:24]4[CH:29]=[CH:28][CH:27]=[CH:26][CH:25]=4)=[O:21])[C:13]=3[CH:14]=[CH:15][C:16]2=[O:19])[CH2:8]1)(=O)=O.N1C=CC=CC=1.[NH:37]1[CH2:42][CH2:41][CH:40]([NH:43][C:44](=[O:50])[O:45][C:46]([CH3:49])([CH3:48])[CH3:47])[CH2:39][CH2:38]1, predict the reaction product. The product is: [CH3:48][C:46]([O:45][C:44]([NH:43][CH:40]1[CH2:39][CH2:38][N:37]([CH2:6][C@H:7]2[N:17]3[C:18]4[N:9]([C:10](=[O:30])[CH2:11][N:12]([C:20]([O:22][CH2:23][C:24]5[CH:29]=[CH:28][CH:27]=[CH:26][CH:25]=5)=[O:21])[C:13]=4[CH:14]=[CH:15][C:16]3=[O:19])[CH2:8]2)[CH2:42][CH2:41]1)=[O:50])([CH3:47])[CH3:49]. (3) Given the reactants [NH2:1][C:2]1[CH:3]=[C:4]2[C:9](=[CH:10][CH:11]=1)[CH2:8][N:7]([C:12]([O:14][C:15]([CH3:18])([CH3:17])[CH3:16])=[O:13])[CH2:6][CH2:5]2.Cl[C:20]1[S:21][C:22]2[CH:28]=[CH:27][CH:26]=[CH:25][C:23]=2[N:24]=1.C(=O)([O-])[O-].[Cs+].[Cs+].CC1(C)C2C(=C(P(C3C=CC=CC=3)C3C=CC=CC=3)C=CC=2)OC2C(P(C3C=CC=CC=3)C3C=CC=CC=3)=CC=CC1=2, predict the reaction product. The product is: [C:15]([O:14][C:12]([N:7]1[CH2:6][CH2:5][C:4]2[C:9](=[CH:10][CH:11]=[C:2]([NH:1][C:20]3[S:21][C:22]4[CH:28]=[CH:27][CH:26]=[CH:25][C:23]=4[N:24]=3)[CH:3]=2)[CH2:8]1)=[O:13])([CH3:18])([CH3:17])[CH3:16]. (4) Given the reactants [C:1]([C:4]1[S:8][C:7]([NH2:9])=[N:6][C:5]=1[CH3:10])(=[O:3])[CH3:2].C[Al](C)C.C[O:16][C:17](=O)[CH:18]([NH:22][C:23](=[O:33])[CH2:24][C:25]1[CH:30]=[C:29]([F:31])[CH:28]=[C:27]([F:32])[CH:26]=1)[CH2:19][CH2:20][CH3:21], predict the reaction product. The product is: [C:1]([C:4]1[S:8][C:7]([NH:9][C:17](=[O:16])[CH:18]([NH:22][C:23](=[O:33])[CH2:24][C:25]2[CH:26]=[C:27]([F:32])[CH:28]=[C:29]([F:31])[CH:30]=2)[CH2:19][CH2:20][CH3:21])=[N:6][C:5]=1[CH3:10])(=[O:3])[CH3:2]. (5) Given the reactants C(OC([N:8]1[CH2:11][CH2:10][C@H:9]1[CH2:12][N:13]1[C:21]2[C:16](=[C:17]([Cl:22])[CH:18]=[CH:19][CH:20]=2)[C:15]([C:23](=[O:34])[NH:24][CH2:25][CH:26]2[CH2:31][CH2:30][C:29]([F:33])([F:32])[CH2:28][CH2:27]2)=[CH:14]1)=O)(C)(C)C.FC(F)(F)C(O)=O, predict the reaction product. The product is: [NH:8]1[CH2:11][CH2:10][C@H:9]1[CH2:12][N:13]1[C:21]2[C:16](=[C:17]([Cl:22])[CH:18]=[CH:19][CH:20]=2)[C:15]([C:23]([NH:24][CH2:25][CH:26]2[CH2:31][CH2:30][C:29]([F:32])([F:33])[CH2:28][CH2:27]2)=[O:34])=[CH:14]1. (6) Given the reactants [NH:1]1[CH2:6][CH2:5][C:4](=[O:7])[CH2:3][CH2:2]1.Cl.[N:9]1[CH:14]=[CH:13][CH:12]=[CH:11][C:10]=1[CH2:15]Cl, predict the reaction product. The product is: [N:9]1[CH:14]=[CH:13][CH:12]=[CH:11][C:10]=1[CH2:15][N:1]1[CH2:6][CH2:5][C:4](=[O:7])[CH2:3][CH2:2]1. (7) Given the reactants [Cl:1][CH2:2][C:3](Cl)=[O:4].[NH2:6][C:7]1[C:16]2[N:17]=[C:18]([CH2:36][O:37][CH2:38][CH3:39])[N:19]([CH2:20][CH2:21][CH2:22][NH:23][CH2:24][C:25]3[CH:26]=[C:27]([CH2:31][C:32]([O:34][CH3:35])=[O:33])[CH:28]=[CH:29][CH:30]=3)[C:15]=2[C:14]2[CH:13]=[CH:12][CH:11]=[CH:10][C:9]=2[N:8]=1, predict the reaction product. The product is: [NH2:6][C:7]1[C:16]2[N:17]=[C:18]([CH2:36][O:37][CH2:38][CH3:39])[N:19]([CH2:20][CH2:21][CH2:22][N:23]([CH2:24][C:25]3[CH:26]=[C:27]([CH2:31][C:32]([O:34][CH3:35])=[O:33])[CH:28]=[CH:29][CH:30]=3)[C:3](=[O:4])[CH2:2][Cl:1])[C:15]=2[C:14]2[CH:13]=[CH:12][CH:11]=[CH:10][C:9]=2[N:8]=1. (8) Given the reactants FC(F)(F)C(O)=O.[CH3:8][O:9][C:10](=[O:22])[CH2:11][NH:12][C:13](=[O:21])[C@H:14]([CH2:16][O:17][CH2:18][CH:19]=[CH2:20])[NH2:15].[C:23]([O:27][C:28]([NH:30][C@H:31]([C:37]([NH:39][C@H:40]([C:44]([NH:46][C@H:47]([C:51](O)=[O:52])[CH:48]([CH3:50])[CH3:49])=[O:45])[CH:41]([CH3:43])[CH3:42])=[O:38])[CH2:32][O:33][CH2:34][CH:35]=[CH2:36])=[O:29])([CH3:26])([CH3:25])[CH3:24].C(N(CC)C(C)C)(C)C.C1C=C2N=NN(O)C2=CC=1.O.CCN=C=NCCCN(C)C.Cl, predict the reaction product. The product is: [CH3:8][O:9][C:10](=[O:22])[CH2:11][NH:12][C:13](=[O:21])[C@H:14]([CH2:16][O:17][CH2:18][CH:19]=[CH2:20])[NH:15][C:51](=[O:52])[C@H:47]([CH:48]([CH3:50])[CH3:49])[NH:46][C:44](=[O:45])[C@H:40]([CH:41]([CH3:42])[CH3:43])[NH:39][C:37](=[O:38])[C@H:31]([CH2:32][O:33][CH2:34][CH:35]=[CH2:36])[NH:30][C:28]([O:27][C:23]([CH3:25])([CH3:24])[CH3:26])=[O:29]. (9) Given the reactants [H-].[Na+].[C:3]([O:7][C:8]([N:10]1[CH2:15][CH2:14][N:13]([C:16]([O:18][C:19]([CH3:22])([CH3:21])[CH3:20])=[O:17])[CH2:12][C@@H:11]1[CH2:23][CH2:24][OH:25])=[O:9])([CH3:6])([CH3:5])[CH3:4].[CH3:26]I, predict the reaction product. The product is: [C:3]([O:7][C:8]([N:10]1[CH2:15][CH2:14][N:13]([C:16]([O:18][C:19]([CH3:22])([CH3:21])[CH3:20])=[O:17])[CH2:12][CH:11]1[CH2:23][CH2:24][O:25][CH3:26])=[O:9])([CH3:6])([CH3:5])[CH3:4].